The task is: Predict which catalyst facilitates the given reaction.. This data is from Catalyst prediction with 721,799 reactions and 888 catalyst types from USPTO. (1) Reactant: [F:1][C:2]1[CH:3]=[C:4]2[C:8](=[CH:9][CH:10]=1)[CH:7](O)[CH2:6][CH2:5]2.[NH:12]1[CH:16]=[C:15]([C:17]([O:19][CH3:20])=[O:18])[N:14]=[CH:13]1.N(C(OC(C)C)=O)=NC(OC(C)C)=O. Product: [CH3:20][O:19][C:17]([C:15]1[N:14]([CH:7]2[C:8]3[C:4](=[CH:3][C:2]([F:1])=[CH:10][CH:9]=3)[CH2:5][CH2:6]2)[CH:13]=[N:12][CH:16]=1)=[O:18]. The catalyst class is: 56. (2) Reactant: CO.C(=O)([S:5][CH:6]([CH2:8][C:9](=[O:14])[CH:10]([CH3:13])[CH2:11][CH3:12])[CH3:7])C. Product: [SH:5][CH:6]([CH2:8][C:9](=[O:14])[CH:10]([CH3:13])[CH2:11][CH3:12])[CH3:7]. The catalyst class is: 6.